This data is from NCI-60 drug combinations with 297,098 pairs across 59 cell lines. The task is: Regression. Given two drug SMILES strings and cell line genomic features, predict the synergy score measuring deviation from expected non-interaction effect. Synergy scores: CSS=13.1, Synergy_ZIP=7.61, Synergy_Bliss=8.03, Synergy_Loewe=12.4, Synergy_HSA=7.42. Drug 2: CC1=C(C=C(C=C1)C(=O)NC2=CC(=CC(=C2)C(F)(F)F)N3C=C(N=C3)C)NC4=NC=CC(=N4)C5=CN=CC=C5. Cell line: NCI-H460. Drug 1: CS(=O)(=O)C1=CC(=C(C=C1)C(=O)NC2=CC(=C(C=C2)Cl)C3=CC=CC=N3)Cl.